This data is from Catalyst prediction with 721,799 reactions and 888 catalyst types from USPTO. The task is: Predict which catalyst facilitates the given reaction. (1) Reactant: [C:1]([C:3]1[CH:8]=[CH:7][C:6]([NH:9][CH:10]([C:15]2[CH:20]=[C:19]([OH:21])[CH:18]=[C:17]([O:22][CH2:23][CH3:24])[CH:16]=2)[C:11]([O:13][CH3:14])=[O:12])=[CH:5][CH:4]=1)#[N:2].[F:25][C:26]([F:39])([F:38])[S:27](O[S:27]([C:26]([F:39])([F:38])[F:25])(=[O:29])=[O:28])(=[O:29])=[O:28].C(N(CC)CC)C. Product: [C:1]([C:3]1[CH:8]=[CH:7][C:6]([NH:9][CH:10]([C:15]2[CH:20]=[C:19]([O:21][S:27]([C:26]([F:39])([F:38])[F:25])(=[O:29])=[O:28])[CH:18]=[C:17]([O:22][CH2:23][CH3:24])[CH:16]=2)[C:11]([O:13][CH3:14])=[O:12])=[CH:5][CH:4]=1)#[N:2]. The catalyst class is: 2. (2) Reactant: O.NN.[OH-].[K+].[CH3:6][O:7][C:8]1[C:18]2[S:17][C:16]3[CH:19]=[CH:20][CH:21]=[CH:22][C:15]=3[CH2:14][C:13](=O)[C:12]=2[CH:11]=[CH:10][CH:9]=1.O. Product: [CH3:6][O:7][C:8]1[C:18]2[S:17][C:16]3[CH:19]=[CH:20][CH:21]=[CH:22][C:15]=3[CH2:14][CH2:13][C:12]=2[CH:11]=[CH:10][CH:9]=1. The catalyst class is: 196. (3) Reactant: [CH2:1]([C@H:3]1[N:5]([C:6]([O:8][C:9]([CH3:12])([CH3:11])[CH3:10])=[O:7])[C@@H:4]1[C:13]([O:15][CH3:16])=[O:14])[CH3:2].[CH3:17][C@@H:18]([OH:23])[CH2:19][CH2:20][CH:21]=[CH2:22].B(F)(F)F.O(CC)CC. Product: [C:9]([O:8][C:6]([NH:5][C@@H:4]([C@@H:3]([O:23][C@@H:18]([CH2:19][CH2:20][CH:21]=[CH2:22])[CH3:17])[CH2:1][CH3:2])[C:13]([O:15][CH3:16])=[O:14])=[O:7])([CH3:12])([CH3:11])[CH3:10]. The catalyst class is: 2. (4) Reactant: [N:1]1([C:18]([O:20]C(C)(C)C)=O)[CH2:17][CH2:16][CH2:15][C@H:2]1[C:3]([N:5]([CH2:8][C:9]1[CH:14]=[CH:13][CH:12]=[CH:11][CH:10]=1)[CH2:6][CH3:7])=[O:4].[NH:25]([C:47]([O:49][C:50]([CH3:53])([CH3:52])[CH3:51])=[O:48])[C@H:26](C(O)=O)[CH2:27][CH2:28][CH2:29][NH:30][C:31](=[NH:43])[NH:32][S:33]([C:36]1[CH:42]=[CH:41][C:39]([CH3:40])=[CH:38][CH:37]=1)(=[O:35])=[O:34].CS(O)(=O)=O.C(=O)([O-])[O-].[Na+].[Na+]. Product: [NH:25]([C:47]([O:49][C:50]([CH3:53])([CH3:52])[CH3:51])=[O:48])[C@H:26]([C:18]([N:1]1[CH2:17][CH2:16][CH2:15][C@H:2]1[C:3]([N:5]([CH2:8][C:9]1[CH:10]=[CH:11][CH:12]=[CH:13][CH:14]=1)[CH2:6][CH3:7])=[O:4])=[O:20])[CH2:27][CH2:28][CH2:29][NH:30][C:31](=[NH:43])[NH:32][S:33]([C:36]1[CH:42]=[CH:41][C:39]([CH3:40])=[CH:38][CH:37]=1)(=[O:35])=[O:34]. The catalyst class is: 159. (5) Reactant: [CH3:1][C@@:2]12[C@H:12]3[C@@H:13]([OH:26])[CH2:14][C@:15]4([CH3:25])[C@@:19]([OH:24])([C:20]([CH2:22][OH:23])=[O:21])[CH2:18][CH2:17][C@H:16]4[C@@H:11]3[CH2:10][CH2:9][C:8]1=[CH:7][C:5](=[O:6])[CH2:4][CH2:3]2.CC(=O)[C@@H]1[C@]2(C)[C@H]([C@H]3[C@H](CC2)[C@]2(C)C(=[CH:37][C:38](=[O:48])CC2)CC3)CC1. Product: [CH3:37][C:38]([O:23][CH2:22][C:20]([C@:19]1([OH:24])[C@@:15]2([CH3:25])[CH2:14][C@H:13]([OH:26])[C@@H:12]3[C@:2]4([CH3:1])[C:8](=[CH:7][C:5]([CH2:4][CH2:3]4)=[O:6])[CH2:9][CH2:10][C@H:11]3[C@@H:16]2[CH2:17][CH2:18]1)=[O:21])=[O:48]. The catalyst class is: 408.